This data is from Forward reaction prediction with 1.9M reactions from USPTO patents (1976-2016). The task is: Predict the product of the given reaction. (1) Given the reactants [S:1]1[CH:5]=[CH:4][C:3]2[C:6]([N:10]3[CH2:15][CH2:14][N:13]([CH2:16][CH2:17][CH2:18][CH2:19][O:20][C:21]4[CH:30]=[C:29]5[C:24]([CH:25]=[CH:26][C:27](=[O:31])[NH:28]5)=[CH:23][CH:22]=4)[CH2:12][CH2:11]3)=[CH:7][CH:8]=[CH:9][C:2]1=2.[C:32]([OH:39])(=[O:38])[CH2:33][CH2:34][C:35]([OH:37])=[O:36], predict the reaction product. The product is: [C:32]([OH:39])(=[O:38])[CH2:33][CH2:34][C:35]([OH:37])=[O:36].[S:1]1[CH:5]=[CH:4][C:3]2[C:6]([N:10]3[CH2:11][CH2:12][N:13]([CH2:16][CH2:17][CH2:18][CH2:19][O:20][C:21]4[CH:30]=[C:29]5[C:24]([CH:25]=[CH:26][C:27](=[O:31])[NH:28]5)=[CH:23][CH:22]=4)[CH2:14][CH2:15]3)=[CH:7][CH:8]=[CH:9][C:2]1=2. (2) Given the reactants [F:1][C:2]1[CH:7]=[C:6]([C:8]([CH3:10])=[CH2:9])[CH:5]=[CH:4][C:3]=1[C@@H:11]([NH:13][S@@](C(C)(C)C)=O)[CH3:12].[ClH:20], predict the reaction product. The product is: [ClH:20].[F:1][C:2]1[CH:7]=[C:6]([C:8]([CH3:10])=[CH2:9])[CH:5]=[CH:4][C:3]=1[C@@H:11]([NH2:13])[CH3:12]. (3) Given the reactants [CH3:1][N:2]1[C:10]([CH:11]=O)=[N:9][C:8]2[C:3]1=[N:4][C:5]([N:19]1[C:23]3[CH:24]=[CH:25][CH:26]=[CH:27][C:22]=3[N:21]=[C:20]1[CH3:28])=[N:6][C:7]=2[N:13]1[CH2:18][CH2:17][O:16][CH2:15][CH2:14]1.[NH:29]1[CH2:32][CH:31]([N:33]2[CH2:38][CH2:37][O:36][CH2:35][CH2:34]2)[CH2:30]1.C(O[BH-](OC(=O)C)OC(=O)C)(=O)C.[Na+], predict the reaction product. The product is: [CH3:1][N:2]1[C:10]([CH2:11][N:29]2[CH2:32][CH:31]([N:33]3[CH2:38][CH2:37][O:36][CH2:35][CH2:34]3)[CH2:30]2)=[N:9][C:8]2[C:3]1=[N:4][C:5]([N:19]1[C:23]3[CH:24]=[CH:25][CH:26]=[CH:27][C:22]=3[N:21]=[C:20]1[CH3:28])=[N:6][C:7]=2[N:13]1[CH2:14][CH2:15][O:16][CH2:17][CH2:18]1. (4) The product is: [NH2:2][CH2:1][C:3]1[CH:4]=[CH:5][C:6]([NH:9][C:10]([NH:12][CH2:13][CH2:14][CH2:15][CH2:16][N:17]([CH2:21][CH2:22][CH3:23])[CH2:18][CH2:19][CH3:20])=[O:11])=[C:7]([CH3:30])[CH:8]=1. Given the reactants [C:1]([C:3]1[CH:8]=[CH:7][C:6]([NH:9][C:10]([NH:12][CH2:13][CH2:14][CH2:15][CH2:16][N:17]([CH2:21][CH2:22][CH3:23])[CH2:18][CH2:19][CH3:20])=[O:11])=[CH:5][CH:4]=1)#[N:2].[H-].[Al+3].[Li+].[H-].[H-].[H-].[C:30](OCC)(=O)C.C(C(C(C([O-])=O)O)O)([O-])=O.[Na+].[K+], predict the reaction product. (5) Given the reactants [N:1]1([C:11]([O:13][CH3:14])=[O:12])[C:10]2[C:5](=[CH:6][CH:7]=[CH:8][CH:9]=2)[CH2:4][CH2:3][CH2:2]1.[Br:15]N1C(=O)CCC1=O.O, predict the reaction product. The product is: [Br:15][C:7]1[CH:6]=[C:5]2[C:10](=[CH:9][CH:8]=1)[N:1]([C:11]([O:13][CH3:14])=[O:12])[CH2:2][CH2:3][CH2:4]2. (6) Given the reactants [C:1]([O:5][C:6]([N:8]1[CH2:12][CH2:11][CH2:10][CH:9]1C1NC(C2C=CC(C3C4C(=C(B5OC(C)(C)C(C)(C)O5)C=CC=4)C=CC=3)=CC=2)=CN=1)=[O:7])([CH3:4])([CH3:3])[CH3:2].C(OC(N1CCCC1C1NC(Br)=CN=1)=O)(C)(C)C.C([O-])([O-])=O.[K+].[K+], predict the reaction product. The product is: [C:1]([O:5][C:6]([N:8]1[CH2:12][CH2:11][CH2:10][CH2:9]1)=[O:7])([CH3:4])([CH3:2])[CH3:3]. (7) The product is: [CH3:1][O:2][C:3]1[CH:15]=[CH:14][CH:13]=[CH:12][C:4]=1[CH:5]=[C:6]1[CH2:10][CH2:9][N:8]([CH3:18])[C:7]1=[O:11]. Given the reactants [CH3:1][O:2][C:3]1[CH:15]=[CH:14][CH:13]=[CH:12][C:4]=1[CH:5]=[C:6]1[CH2:10][CH2:9][NH:8][C:7]1=[O:11].[H-].[Na+].[CH3:18]I.O, predict the reaction product. (8) The product is: [Cl:1][C:2]1[C:3]([I:19])=[CH:4][C:5]([N+:9]([O-:11])=[O:10])=[C:6]([CH:8]=1)[NH2:7]. Given the reactants [Cl:1][C:2]1[CH:3]=[CH:4][C:5]([N+:9]([O-:11])=[O:10])=[C:6]([CH:8]=1)[NH2:7].C1C(=O)N([I:19])C(=O)C1, predict the reaction product. (9) Given the reactants [N+:1]([C:4]1[CH:13]=[C:12]([C:14]([O:16][C:17]([CH3:20])([CH3:19])[CH3:18])=[O:15])[CH:11]=[CH:10][C:5]=1[C:6]([O:8][CH3:9])=[O:7])([O-])=O.[CH:21]([Mg]Br)=[CH2:22], predict the reaction product. The product is: [NH:1]1[C:4]2[C:5]([C:6]([O:8][CH3:9])=[O:7])=[CH:10][CH:11]=[C:12]([C:14]([O:16][C:17]([CH3:20])([CH3:19])[CH3:18])=[O:15])[C:13]=2[CH:22]=[CH:21]1. (10) The product is: [CH:16]1([N:7]2[CH2:8][C:9]3([CH2:15][CH2:14][CH2:13]3)[C:10](=[O:12])[N:11]([CH3:34])[C:5]3[CH:4]=[N:3][C:2]([NH:22][C:23]4[CH:31]=[CH:30][C:26]([C:27]([OH:29])=[O:28])=[CH:25][C:24]=4[O:32][CH3:33])=[N:21][C:6]2=3)[CH2:20][CH2:19][CH2:18][CH2:17]1. Given the reactants Cl[C:2]1[N:3]=[CH:4][C:5]2[NH:11][C:10](=[O:12])[C:9]3([CH2:15][CH2:14][CH2:13]3)[CH2:8][N:7]([CH:16]3[CH2:20][CH2:19][CH2:18][CH2:17]3)[C:6]=2[N:21]=1.[NH2:22][C:23]1[CH:31]=[CH:30][C:26]([C:27]([OH:29])=[O:28])=[CH:25][C:24]=1[O:32][CH3:33].[CH:34](O)(C)C, predict the reaction product.